Dataset: Forward reaction prediction with 1.9M reactions from USPTO patents (1976-2016). Task: Predict the product of the given reaction. (1) Given the reactants [C:1]1(=O)[C:10]2[C:5](=[CH:6][CH:7]=[CH:8][CH:9]=2)[CH2:4][CH2:3][CH2:2]1.Cl.[NH2:13][OH:14], predict the reaction product. The product is: [OH:14][N:13]=[C:1]1[C:10]2[C:5](=[CH:6][CH:7]=[CH:8][CH:9]=2)[CH2:4][CH2:3][CH2:2]1. (2) Given the reactants [CH2:1]=[CH:2][CH2:3][CH2:4][CH2:5][CH2:6][CH2:7][CH2:8][CH2:9][CH3:10].[CH3:11][SiH:12]([CH3:17])[O:13][SiH:14]([CH3:16])[CH3:15], predict the reaction product. The product is: [CH2:1]([Si:12]([CH3:17])([CH3:11])[O:13][Si:14]([CH2:1][CH2:2][CH2:3][CH2:4][CH2:5][CH2:6][CH2:7][CH2:8][CH2:9][CH3:10])([CH3:16])[CH3:15])[CH2:2][CH2:3][CH2:4][CH2:5][CH2:6][CH2:7][CH2:8][CH2:9][CH3:10].